From a dataset of Full USPTO retrosynthesis dataset with 1.9M reactions from patents (1976-2016). Predict the reactants needed to synthesize the given product. (1) Given the product [Br:24][C:21]1[CH:20]=[CH:19][C:18]([C@H:9]2[C:10]3[C:15](=[CH:14][CH:13]=[C:12]([O:16][CH2:17][CH2:52][CH2:51][N:48]4[CH2:40][CH2:41][CH2:42][CH2:43][CH2:38]4)[CH:11]=3)[C@H:54]3[CH2:53][CH2:58][CH2:6][N:7]3[CH2:8]2)=[CH:23][CH:22]=1, predict the reactants needed to synthesize it. The reactants are: C(O[C:6](=O)[NH:7][CH2:8][CH:9]([C:18]1[CH:23]=[CH:22][C:21]([Br:24])=[CH:20][CH:19]=1)[C:10]1[CH:15]=[CH:14][CH:13]=[C:12]([O:16][CH3:17])[CH:11]=1)(C)(C)C.Br[C:42]1[CH:43]=[CH:38]C(C([C:38]2[CH:43]=[CH:42][CH:41]=[C:40](OC)C=2)CC(O)=O)=[CH:40][CH:41]=1.C([N:48]([CH2:51][CH3:52])CC)C.[C:53]1(P(N=[N+]=[N-])(C2C=CC=CC=2)=O)[CH:58]=CC=C[CH:54]=1. (2) Given the product [C:1]([CH2:3][C:4]([NH:17][C:15]1[CH:14]=[CH:13][C:10]2[CH:11]=[CH:12][S:8](=[O:18])(=[O:7])[C:9]=2[CH:16]=1)=[O:6])#[N:2], predict the reactants needed to synthesize it. The reactants are: [C:1]([CH2:3][C:4]([OH:6])=O)#[N:2].[O:7]=[S:8]1(=[O:18])[CH:12]=[CH:11][C:10]2[CH:13]=[CH:14][C:15]([NH2:17])=[CH:16][C:9]1=2.CCN(C(C)C)C(C)C.CN(C(ON1N=NC2C=CC=CC1=2)=[N+](C)C)C.F[P-](F)(F)(F)(F)F. (3) Given the product [CH:28]1([N:34]([C@H:35]2[CH2:40][CH2:39][C@@H:38]([O:41][CH2:42][CH2:43][CH3:44])[CH2:37][CH2:36]2)[C:7](=[O:19])[NH:8][C:9]2[S:10][C:11]([S:14][CH2:15][C:16]([OH:18])=[O:17])=[CH:12][N:13]=2)[CH2:29][CH2:30][CH2:31][CH2:32][CH2:33]1, predict the reactants needed to synthesize it. The reactants are: C1(N([C@H]2CC[C@H](OC)CC2)[C:7](=[O:19])[NH:8][C:9]2[S:10][C:11]([S:14][CH2:15][C:16]([OH:18])=[O:17])=[CH:12][N:13]=2)CCCC1.[CH:28]1([NH:34][C@H:35]2[CH2:40][CH2:39][C@@H:38]([O:41][CH2:42][CH2:43][CH3:44])[CH2:37][CH2:36]2)[CH2:33][CH2:32][CH2:31][CH2:30][CH2:29]1. (4) The reactants are: [NH:1]1[CH2:6][CH2:5][CH:4]([OH:7])[CH2:3][CH2:2]1.Cl[C:9]1[N:14]=[CH:13][C:12]([CH2:15][CH3:16])=[CH:11][N:10]=1.C(C1C=NC(N2CCC(CCCO)CC2)=NC=1)C.C([O-])([O-])=O.[K+].[K+]. Given the product [CH2:15]([C:12]1[CH:11]=[N:10][C:9]([N:1]2[CH2:6][CH2:5][CH:4]([OH:7])[CH2:3][CH2:2]2)=[N:14][CH:13]=1)[CH3:16], predict the reactants needed to synthesize it. (5) Given the product [C:1]([O:4][CH2:5][C:6]1[O:11][C:10]([C:12]2[N:13]=[N:14][C:15]([N:18]3[CH2:19][CH:20]([O:22][C:23]4[CH:28]=[CH:27][CH:26]=[CH:25][C:24]=4[Br:29])[CH2:21]3)=[CH:16][CH:17]=2)=[N:9][N:8]=1)(=[O:3])[CH3:2], predict the reactants needed to synthesize it. The reactants are: [C:1]([O:4][CH2:5][C:6]([NH:8][NH:9][C:10]([C:12]1[N:13]=[N:14][C:15]([N:18]2[CH2:21][CH:20]([O:22][C:23]3[CH:28]=[CH:27][CH:26]=[CH:25][C:24]=3[Br:29])[CH2:19]2)=[CH:16][CH:17]=1)=[O:11])=O)(=[O:3])[CH3:2].CC[N+](S(N=C(OC)[O-])(=O)=O)(CC)CC.O1CCCC1. (6) The reactants are: [OH:1][C:2]1[CH:3]=[CH:4][CH:5]=[C:6]2[C:11]=1[N:10]=[CH:9][CH:8]=[CH:7]2.C1C=CC(P(C2C=CC=CC=2)C2C=CC=CC=2)=CC=1.[CH3:31][C:32]([CH3:38])([CH3:37])[CH2:33][CH:34](O)[CH3:35].C1C=CC(COC(/N=N/C(OCC2C=CC=CC=2)=O)=O)=CC=1. Given the product [CH3:35][CH:34]([O:1][C:2]1[CH:3]=[CH:4][CH:5]=[C:6]2[C:11]=1[N:10]=[CH:9][CH:8]=[CH:7]2)[CH2:33][C:32]([CH3:38])([CH3:37])[CH3:31], predict the reactants needed to synthesize it. (7) Given the product [C:1]([C:3]1[CH:10]=[CH:9][C:6]([CH:7]2[C:28]([C:29]([O:31][CH2:32][CH3:33])=[O:30])=[C:27]([CH3:34])[N:20]([C:16]3[CH:17]=[CH:18][CH:19]=[C:14]([C:13]([F:12])([F:24])[F:25])[CH:15]=3)[C:21](=[S:22])[NH:23]2)=[C:5]([CH3:11])[CH:4]=1)#[N:2], predict the reactants needed to synthesize it. The reactants are: [C:1]([C:3]1[CH:10]=[CH:9][C:6]([CH:7]=O)=[C:5]([CH3:11])[CH:4]=1)#[N:2].[F:12][C:13]([F:25])([F:24])[C:14]1[CH:15]=[C:16]([NH:20][C:21]([NH2:23])=[S:22])[CH:17]=[CH:18][CH:19]=1.O=[C:27]([CH3:34])[CH2:28][C:29]([O:31][CH2:32][CH3:33])=[O:30].C[Si](OP(=O)=O)(C)C.Cl. (8) Given the product [Cl:1][C:2]1[CH:3]=[CH:4][C:5]([OH:17])=[C:6]([CH2:8][CH2:9][CH2:10][NH:11][CH2:12][C:13]([O:15][CH3:16])=[O:14])[CH:7]=1, predict the reactants needed to synthesize it. The reactants are: [Cl:1][C:2]1[CH:3]=[CH:4][C:5]([OH:17])=[C:6]([CH:8]=[CH:9][CH2:10][NH:11][CH2:12][C:13]([O:15][CH3:16])=[O:14])[CH:7]=1. (9) Given the product [Br:1][C:2]1[CH:7]=[CH:6][C:5]([C@H:8]2[CH2:12][CH2:11][C:10](=[N:22][OH:23])[CH2:9]2)=[CH:4][CH:3]=1, predict the reactants needed to synthesize it. The reactants are: [Br:1][C:2]1[CH:7]=[CH:6][C:5]([C@H:8]2[CH2:12][CH2:11][C:10](=O)[CH2:9]2)=[CH:4][CH:3]=1.CO.C([O-])(=O)C.[Na+].Cl.[NH2:22][OH:23].